Dataset: Forward reaction prediction with 1.9M reactions from USPTO patents (1976-2016). Task: Predict the product of the given reaction. (1) The product is: [Br:12][C:9]1[N:5]2[CH:6]=[CH:7][N:8]=[C:3]([S:2][CH3:1])[C:4]2=[N:11][CH:10]=1. Given the reactants [CH3:1][S:2][C:3]1[C:4]2[N:5]([CH:9]=[CH:10][N:11]=2)[CH:6]=[CH:7][N:8]=1.[Br-:12].[K+].C([O-])(=O)C.[Na+].BrBr, predict the reaction product. (2) Given the reactants [CH:1]([O:14][C:15]([C:17]1[N:18]2[CH:21]([S:22][CH:23]=1)[C:20]([CH:25](OC(=O)C)[C:26]1[N:27]=[C:28]3[N:32]([CH:33]=1)[CH2:31][CH2:30][S:29]3)(Br)[C:19]2=[O:38])=[O:16])([C:8]1[CH:13]=[CH:12][CH:11]=[CH:10][CH:9]=1)[C:2]1[CH:7]=[CH:6][CH:5]=[CH:4][CH:3]=1.CC(O)=O.CN(CCN(C)C)C, predict the reaction product. The product is: [CH:1]([O:14][C:15]([C:17]1[N:18]2[CH:21]([S:22][CH:23]=1)[C:20](=[CH:25][C:26]1[N:27]=[C:28]3[N:32]([CH:33]=1)[CH2:31][CH2:30][S:29]3)[C:19]2=[O:38])=[O:16])([C:8]1[CH:9]=[CH:10][CH:11]=[CH:12][CH:13]=1)[C:2]1[CH:3]=[CH:4][CH:5]=[CH:6][CH:7]=1. (3) Given the reactants [NH2:1][C:2]1[CH:7]=[CH:6][C:5]([N+:8]([O-:10])=[O:9])=[CH:4][C:3]=1[NH:11][C:12](=O)[CH2:13][C:14]1[CH:19]=[CH:18][C:17]([O:20][CH2:21][CH3:22])=[CH:16][CH:15]=1.P(Cl)(Cl)(Cl)(Cl)Cl, predict the reaction product. The product is: [CH2:21]([O:20][C:17]1[CH:18]=[CH:19][C:14]([CH2:13][C:12]2[NH:1][C:2]3[CH:7]=[CH:6][C:5]([N+:8]([O-:10])=[O:9])=[CH:4][C:3]=3[N:11]=2)=[CH:15][CH:16]=1)[CH3:22]. (4) Given the reactants [C:1](/[CH:3]=[CH:4]\[C:5]([O:7][CH2:8][CH3:9])=[O:6])#[N:2].[S:10]1C=CC=C1CC(O)=O.CCN(C(C)C)C(C)C.C1C[O:31][CH2:30][CH2:29]1, predict the reaction product. The product is: [C:30]([S:10][CH:3]([C:1]#[N:2])[CH2:4][C:5]([O:7][CH2:8][CH3:9])=[O:6])(=[O:31])[CH3:29]. (5) Given the reactants [NH:1]1[CH2:6][CH2:5][CH:4]([OH:7])[CH2:3][CH2:2]1.CCN(CC)CC.F[C:16]1[CH:21]=[CH:20][C:19]([N+:22]([O-:24])=[O:23])=[CH:18][C:17]=1[F:25], predict the reaction product. The product is: [F:25][C:17]1[CH:18]=[C:19]([N+:22]([O-:24])=[O:23])[CH:20]=[CH:21][C:16]=1[N:1]1[CH2:6][CH2:5][CH:4]([OH:7])[CH2:3][CH2:2]1. (6) Given the reactants Cl.Cl.[NH2:3][C@@H:4]([CH2:13]C)[C@H:5]([OH:12])[C:6]([NH:8][CH:9]1[CH2:11][CH2:10]1)=[O:7].O[CH2:16]C(NC(=O)OC(C)(C)C)(C)C, predict the reaction product. The product is: [NH2:3][C:4]([CH3:13])([CH3:16])[CH:5]([OH:12])[C:6]([NH:8][CH:9]1[CH2:10][CH2:11]1)=[O:7].